Dataset: Catalyst prediction with 721,799 reactions and 888 catalyst types from USPTO. Task: Predict which catalyst facilitates the given reaction. (1) Reactant: C[Si]([N-:5][Si](C)(C)C)(C)C.[K+].[CH:11]1[N:15]([C@@H:16]2[O:20][C@@H:19]3[CH2:21][O:22][P:23]([OH:26])([O:25][C@H:18]3[C@H:17]2[OH:27])=[O:24])[C:14]2[NH:28][C:29]([NH2:33])=[N:30][C:31](=[O:32])[C:13]=2[N:12]=1.C(OCC)(=O)C. Product: [NH3:5].[CH:11]1[N:15]([C@@H:16]2[O:20][C@@H:19]3[CH2:21][O:22][P:23]([OH:26])([O:25][C@H:18]3[C@H:17]2[OH:27])=[O:24])[C:14]2[NH:28][C:29]([NH2:33])=[N:30][C:31](=[O:32])[C:13]=2[N:12]=1. The catalyst class is: 8. (2) Reactant: [CH3:1][CH:2]1[CH2:4][CH:3]1[C:5](=O)[CH2:6][C:7]#[N:8].O.[NH2:11][NH2:12]. Product: [CH3:1][C@@H:2]1[CH2:4][C@H:3]1[C:5]1[NH:12][N:11]=[C:7]([NH2:8])[CH:6]=1. The catalyst class is: 8. (3) Reactant: [Cl:1][C:2]1[C:3]([CH3:26])=[N:4][O:5][C:6]=1[N:7]([CH2:20][O:21][CH2:22][CH2:23][O:24][CH3:25])[S:8]([C:11]1[C:19]2[C:14](=[N:15][CH:16]=[CH:17][CH:18]=2)[S:13][CH:12]=1)(=[O:10])=[O:9].[Li]C(C)(C)C.[CH2:32]1[O:42][C:41]2[C:34](=[CH:35][C:36]([CH2:43][CH2:44][O:45][Si:46]([C:49]([CH3:52])([CH3:51])[CH3:50])([CH3:48])[CH3:47])=[C:37]([CH:40]=2)[CH:38]=[O:39])[O:33]1. Product: [Cl:1][C:2]1[C:3]([CH3:26])=[N:4][O:5][C:6]=1[N:7]([CH2:20][O:21][CH2:22][CH2:23][O:24][CH3:25])[S:8]([C:11]1[C:19]2[C:14](=[N:15][CH:16]=[CH:17][CH:18]=2)[S:13][C:12]=1[CH:38]([OH:39])[C:37]1[CH:40]=[C:41]2[O:42][CH2:32][O:33][C:34]2=[CH:35][C:36]=1[CH2:43][CH2:44][O:45][Si:46]([C:49]([CH3:51])([CH3:50])[CH3:52])([CH3:47])[CH3:48])(=[O:9])=[O:10]. The catalyst class is: 1. (4) Reactant: [CH3:1][C:2]1[N:6]=[C:5]([C:7]2[CH:12]=[CH:11][C:10]([N+:13]([O-])=O)=[CH:9][CH:8]=2)[O:4][N:3]=1. Product: [CH3:1][C:2]1[N:6]=[C:5]([C:7]2[CH:12]=[CH:11][C:10]([NH2:13])=[CH:9][CH:8]=2)[O:4][N:3]=1. The catalyst class is: 180. (5) Reactant: CN(C)[CH:3]=[O:4].O=P(Cl)(Cl)[Cl:8].[CH3:11][C:12]1([CH3:19])[CH2:17][CH2:16][C:15](=O)[CH2:14][CH2:13]1. Product: [Cl:8][C:15]1[CH2:16][CH2:17][C:12]([CH3:19])([CH3:11])[CH2:13][C:14]=1[CH:3]=[O:4]. The catalyst class is: 2. (6) Reactant: [CH2:1]([O:3][C:4](=[O:25])[C:5]([O:22][CH2:23][CH3:24])([CH3:21])[CH2:6][C:7]1[CH:12]=[CH:11][C:10]([O:13]CC2C=CC=CC=2)=[CH:9][CH:8]=1)[CH3:2]. Product: [CH2:1]([O:3][C:4](=[O:25])[C:5]([O:22][CH2:23][CH3:24])([CH3:21])[CH2:6][C:7]1[CH:8]=[CH:9][C:10]([OH:13])=[CH:11][CH:12]=1)[CH3:2]. The catalyst class is: 78.